Dataset: Forward reaction prediction with 1.9M reactions from USPTO patents (1976-2016). Task: Predict the product of the given reaction. Given the reactants [N:1]1([C:7]2[CH:8]=[C:9]3[C:14](=[CH:15][CH:16]=2)[NH:13][C:12](=O)[NH:11][C:10]3=O)[CH2:6][CH2:5][CH2:4][CH2:3][CH2:2]1.[ClH:19].C(N(CC)CC)C.O=P(Cl)(Cl)[Cl:29], predict the reaction product. The product is: [Cl:19][C:12]1[N:11]=[C:10]([Cl:29])[C:9]2[C:14](=[CH:15][CH:16]=[C:7]([N:1]3[CH2:6][CH2:5][CH2:4][CH2:3][CH2:2]3)[CH:8]=2)[N:13]=1.